From a dataset of Forward reaction prediction with 1.9M reactions from USPTO patents (1976-2016). Predict the product of the given reaction. (1) Given the reactants N#N.[C:3]([Si:7]([CH3:19])([CH3:18])[O:8][CH:9]([C:11]1[O:12][C:13]([CH2:16]Cl)=[CH:14][N:15]=1)[CH3:10])([CH3:6])([CH3:5])[CH3:4].[N+:20]([C:23]1[NH:27][N:26]=[CH:25][CH:24]=1)([O-:22])=[O:21].[Br-].C([O-])([O-])=O.[K+].[K+], predict the reaction product. The product is: [C:3]([Si:7]([CH3:19])([CH3:18])[O:8][CH:9]([C:11]1[O:12][C:13]([CH2:16][N:26]2[CH:25]=[CH:24][C:23]([N+:20]([O-:22])=[O:21])=[N:27]2)=[CH:14][N:15]=1)[CH3:10])([CH3:6])([CH3:5])[CH3:4]. (2) Given the reactants C(O[C:4]([C:6]1[N:7]=[C:8]([C:15]2[C:20](F)=[CH:19][CH:18]=[CH:17][C:16]=2F)[N:9]([CH3:14])[C:10](=[O:13])[C:11]=1[OH:12])=[O:5])C.[CH2:23]([NH2:30])[C:24]1[CH:29]=[CH:28][CH:27]=[CH:26][CH:25]=1, predict the reaction product. The product is: [CH2:23]([NH:30][C:4]([C:6]1[N:7]=[C:8]([C:15]2[CH:16]=[CH:17][CH:18]=[CH:19][CH:20]=2)[N:9]([CH3:14])[C:10](=[O:13])[C:11]=1[OH:12])=[O:5])[C:24]1[CH:29]=[CH:28][CH:27]=[CH:26][CH:25]=1. (3) Given the reactants [CH2:1]([C:3]1[N:8]=[C:7]([NH2:9])[CH:6]=[CH:5][N:4]=1)[CH3:2].[Cl:10][C:11]1[C:12]([CH3:21])=[C:13]([S:17](Cl)(=[O:19])=[O:18])[CH:14]=[CH:15][CH:16]=1, predict the reaction product. The product is: [Cl:10][C:11]1[C:12]([CH3:21])=[C:13]([S:17]([NH:9][C:7]2[CH:6]=[CH:5][N:4]=[C:3]([CH2:1][CH3:2])[N:8]=2)(=[O:19])=[O:18])[CH:14]=[CH:15][CH:16]=1. (4) Given the reactants [Cl:1][C:2]1[CH:7]=[C:6]([C:8]2[CH:13]=[CH:12][CH:11]=[CH:10][CH:9]=2)[C:5]([NH2:14])=[CH:4][CH:3]=1.C([O-])(=O)C.[Na+].[C:20]([O:24][C:25](=[O:28])[CH2:26]Br)([CH3:23])([CH3:22])[CH3:21], predict the reaction product. The product is: [Cl:1][C:2]1[CH:3]=[CH:4][C:5]([NH:14][CH2:26][C:25]([O:24][C:20]([CH3:23])([CH3:22])[CH3:21])=[O:28])=[C:6]([C:8]2[CH:13]=[CH:12][CH:11]=[CH:10][CH:9]=2)[CH:7]=1. (5) Given the reactants [F:1][C:2]([F:14])([F:13])[C:3]1[CH:4]=[C:5]2[C:9](=[CH:10][CH:11]=1)[NH:8][N:7]=[C:6]2[NH2:12].O=[CH:16][C:17]([OH:19])=[O:18].[BH3-]C#N.[Na+], predict the reaction product. The product is: [F:14][C:2]([F:1])([F:13])[C:3]1[CH:4]=[C:5]2[C:9](=[CH:10][CH:11]=1)[NH:8][N:7]=[C:6]2[NH:12][CH2:16][C:17]([OH:19])=[O:18]. (6) The product is: [F:23][C:22]([F:25])([F:24])[CH2:21][O:1][C:2]1[CH:11]=[CH:10][C:9]2[C:4](=[CH:5][CH:6]=[CH:7][CH:8]=2)[C:3]=1[CH:12]=[O:13]. Given the reactants [OH:1][C:2]1[CH:11]=[CH:10][C:9]2[C:4](=[CH:5][CH:6]=[CH:7][CH:8]=2)[C:3]=1[CH:12]=[O:13].C([O-])([O-])=O.[Cs+].[Cs+].I[CH2:21][C:22]([F:25])([F:24])[F:23], predict the reaction product. (7) Given the reactants [NH2:1][C@H:2]([C:19](=[O:31])[NH:20][C:21]1[CH:22]=[CH:23][CH:24]=[C:25]2[C:30]=1[N:29]=[CH:28][CH:27]=[CH:26]2)[CH2:3][CH2:4][CH2:5][CH2:6][NH:7][S:8]([NH:11][C:12](=[O:18])[O:13][C:14]([CH3:17])([CH3:16])[CH3:15])(=[O:10])=[O:9].N1C=CC=CC=1.[CH3:38][O:39][C:40]1[CH:41]=[C:42]([S:48](Cl)(=[O:50])=[O:49])[CH:43]=[CH:44][C:45]=1[O:46][CH3:47], predict the reaction product. The product is: [CH3:38][O:39][C:40]1[CH:41]=[C:42]([S:48]([NH:1][C@H:2]([C:19](=[O:31])[NH:20][C:21]2[CH:22]=[CH:23][CH:24]=[C:25]3[C:30]=2[N:29]=[CH:28][CH:27]=[CH:26]3)[CH2:3][CH2:4][CH2:5][CH2:6][NH:7][S:8]([NH:11][C:12](=[O:18])[O:13][C:14]([CH3:17])([CH3:16])[CH3:15])(=[O:9])=[O:10])(=[O:49])=[O:50])[CH:43]=[CH:44][C:45]=1[O:46][CH3:47].